From a dataset of Reaction yield outcomes from USPTO patents with 853,638 reactions. Predict the reaction yield, written as a fraction of the theoretical maximum amount of product (1.0 means a 100% yield; for example, 0.34 means a 34% yield). (1) The reactants are [CH3:1][C:2]1([CH3:24])[C:11]2[CH2:10][O:9][CH:8]=[CH:7][C:6]3=[CH:12][CH:13]([CH2:15][NH:16][C:17](=[O:23])[O:18][C:19]([CH3:22])([CH3:21])[CH3:20])[O:14][B:4]([C:5]=23)[O:3]1.C1C(=O)N([Br:32])C(=O)C1.CC(N=NC(C#N)(C)C)(C#N)C. The catalyst is C(#N)C. The product is [Br:32][C:12]1[CH:13]([CH2:15][NH:16][C:17](=[O:23])[O:18][C:19]([CH3:22])([CH3:21])[CH3:20])[O:14][B:4]2[C:5]3[C:6]=1[CH:7]=[CH:8][O:9][CH2:10][C:11]=3[C:2]([CH3:24])([CH3:1])[O:3]2. The yield is 0.886. (2) The catalyst is ClC(Cl)C. The product is [F:22][C:18]1[CH:17]=[C:16]([CH:21]=[CH:20][CH:19]=1)[O:15][C@@H:13]1[CH2:12][N:11]([C:23](=[O:25])[CH3:24])[C@@H:10]([C:8]([N:1]2[CH2:7][CH2:6][CH2:5][N:4]([CH:27]([CH3:29])[CH3:26])[CH2:3][CH2:2]2)=[O:9])[CH2:14]1. The yield is 0.830. The reactants are [N:1]1([C:8]([C@H:10]2[CH2:14][C@H:13]([O:15][C:16]3[CH:21]=[CH:20][CH:19]=[C:18]([F:22])[CH:17]=3)[CH2:12][N:11]2[C:23](=[O:25])[CH3:24])=[O:9])[CH2:7][CH2:6][CH2:5][NH:4][CH2:3][CH2:2]1.[CH3:26][C:27]([CH3:29])=O.C(O[BH-](OC(=O)C)OC(=O)C)(=O)C.[Na+].